From a dataset of Forward reaction prediction with 1.9M reactions from USPTO patents (1976-2016). Predict the product of the given reaction. (1) Given the reactants [CH3:1][O:2][C:3]([C:5]1[N:6]([S:22]([CH3:25])(=[O:24])=[O:23])[CH:7]=[C:8]([C:10](=[N:20][NH2:21])[NH:11][C:12]2[CH:17]=[CH:16][CH:15]=[C:14]([F:18])[C:13]=2[F:19])[CH:9]=1)=[O:4].[N:26]([O-])=O.[Na+].[OH-].[Na+], predict the reaction product. The product is: [CH3:1][O:2][C:3]([C:5]1[N:6]([S:22]([CH3:25])(=[O:24])=[O:23])[CH:7]=[C:8]([C:10]2[N:11]([C:12]3[CH:17]=[CH:16][CH:15]=[C:14]([F:18])[C:13]=3[F:19])[N:26]=[N:21][N:20]=2)[CH:9]=1)=[O:4]. (2) Given the reactants [NH2:1][C:2]1[CH:7]=[CH:6][C:5]([NH:8][C:9]([C:11]2[C:12]([C:17]3[CH:22]=[CH:21][C:20]([C:23]([F:26])([F:25])[F:24])=[CH:19][CH:18]=3)=[CH:13][CH:14]=[CH:15][CH:16]=2)=[O:10])=[CH:4][CH:3]=1.Cl[CH2:28][C:29]1[N:30]=[C:31]([NH:34][C:35](=[O:37])[CH3:36])[S:32][CH:33]=1.[I-].[K+].C(=O)([O-])[O-].[Cs+].[Cs+], predict the reaction product. The product is: [C:35]([NH:34][C:31]1[S:32][CH:33]=[C:29]([CH2:28][NH:1][C:2]2[CH:7]=[CH:6][C:5]([NH:8][C:9]([C:11]3[C:12]([C:17]4[CH:22]=[CH:21][C:20]([C:23]([F:24])([F:25])[F:26])=[CH:19][CH:18]=4)=[CH:13][CH:14]=[CH:15][CH:16]=3)=[O:10])=[CH:4][CH:3]=2)[N:30]=1)(=[O:37])[CH3:36]. (3) Given the reactants [Br:1][C:2]1[CH:10]=[C:9]([CH2:11][CH3:12])[CH:8]=[C:7]2[C:3]=1[CH2:4][CH:5]([CH3:14])[C:6]2=[O:13].[BH4-].[Na+].[OH-].[K+].N[C@H:20](C(O)=O)CCSC, predict the reaction product. The product is: [Br:1][C:2]1[CH:10]=[C:9]([CH2:11][CH3:12])[CH:8]=[C:7]2[C:3]=1[CH2:4][CH:5]([CH3:14])[CH:6]2[O:13][CH3:20]. (4) Given the reactants [N:1]([O-])=O.[Na+].[NH2:5][C:6]1[CH:7]=[N:8][C:9]([O:12][CH3:13])=[CH:10][CH:11]=1.C([O:16][C:17](=[O:41])[CH:18]([NH:24][C:25]([C:27]1[CH:32]=[CH:31][C:30]([NH:33][C:34]([O:36][C:37]([CH3:40])([CH3:39])[CH3:38])=[O:35])=[CH:29][N:28]=1)=O)C(OCC)=O)C.C(=O)([O-])[O-].[K+].[K+].C[O-].[Na+], predict the reaction product. The product is: [C:37]([O:36][C:34]([NH:33][C:30]1[CH:31]=[CH:32][C:27]([C:25]2[N:5]([C:6]3[CH:7]=[N:8][C:9]([O:12][CH3:13])=[CH:10][CH:11]=3)[N:1]=[C:18]([C:17]([OH:16])=[O:41])[N:24]=2)=[N:28][CH:29]=1)=[O:35])([CH3:40])([CH3:39])[CH3:38]. (5) Given the reactants [CH:1]1([CH2:4][N:5]2[C:13]3[C:8](=[CH:9][CH:10]=[C:11]([O:14][CH2:15][CH3:16])[CH:12]=3)[C:7]([F:17])=[C:6]2[C:18]2[CH:23]=[CH:22][C:21]([N+:24]([O-])=O)=[CH:20][CH:19]=2)[CH2:3][CH2:2]1.[NH4+].[Cl-].C(O)C, predict the reaction product. The product is: [CH:1]1([CH2:4][N:5]2[C:13]3[C:8](=[CH:9][CH:10]=[C:11]([O:14][CH2:15][CH3:16])[CH:12]=3)[C:7]([F:17])=[C:6]2[C:18]2[CH:19]=[CH:20][C:21]([NH2:24])=[CH:22][CH:23]=2)[CH2:3][CH2:2]1. (6) Given the reactants [C:1]([O:5][C:6](=[O:32])[N:7]([C:17]1[S:18][CH:19]=[CH:20][C@:21]([C:24]2[CH:29]=[CH:28][CH:27]=[C:26]([F:30])[C:25]=2[F:31])([CH3:23])[N:22]=1)[CH2:8][C:9]1[CH:14]=[CH:13][C:12]([O:15][CH3:16])=[CH:11][CH:10]=1)([CH3:4])([CH3:3])[CH3:2].C[Si](C)(C)[C:35](Br)([F:37])[F:36], predict the reaction product. The product is: [C:1]([O:5][C:6](=[O:32])[N:7]([C:17]1[S:18][C@@H:19]2[C@H:20]([C@:21]([C:24]3[CH:29]=[CH:28][CH:27]=[C:26]([F:30])[C:25]=3[F:31])([CH3:23])[N:22]=1)[C:35]2([F:37])[F:36])[CH2:8][C:9]1[CH:14]=[CH:13][C:12]([O:15][CH3:16])=[CH:11][CH:10]=1)([CH3:2])([CH3:3])[CH3:4].